This data is from Forward reaction prediction with 1.9M reactions from USPTO patents (1976-2016). The task is: Predict the product of the given reaction. (1) Given the reactants [C:1]1(=O)[O:6][C:4](=[O:5])[CH:3]=[CH:2]1, predict the reaction product. The product is: [C:4]1(=[O:5])[O:6][CH2:1][CH2:2][CH2:3]1.[CH2:1]([OH:6])[CH2:2][CH2:3][CH2:4][OH:5]. (2) Given the reactants [N:1]1[CH:6]=[CH:5][C:4]([NH2:7])=[N:3][CH:2]=1.[CH3:8][Si:9]([CH2:12][CH2:13][O:14][CH2:15]Cl)([CH3:11])[CH3:10].[Br:17][C:18]1[CH:27]=[CH:26][CH:25]=[C:24]2[C:19]=1[CH:20]=[CH:21][C:22]([S:28](OC1C(F)=C(F)C(F)=C(F)C=1F)(=[O:30])=[O:29])=[CH:23]2.CC(C)([O-])C.[Li+].C1COCC1, predict the reaction product. The product is: [Br:17][C:18]1[CH:27]=[CH:26][CH:25]=[C:24]2[C:19]=1[CH:20]=[CH:21][C:22]([S:28]([N:7]([C:4]1[CH:5]=[CH:6][N:1]=[CH:2][N:3]=1)[CH2:15][O:14][CH2:13][CH2:12][Si:9]([CH3:11])([CH3:10])[CH3:8])(=[O:29])=[O:30])=[CH:23]2. (3) Given the reactants [N:1]1(C2C=NC=CN=2)[CH2:5][CH2:4][CH2:3][CH2:2]1.[Br:12]N1C(=O)CCC1=O.Br[C:21]1[C:22]([Br:27])=[N:23][CH:24]=[CH:25][N:26]=1, predict the reaction product. The product is: [Br:27][C:22]1[C:21]([N:1]2[CH2:5][CH2:4][CH2:3][CH2:2]2)=[N:26][CH:25]=[C:24]([Br:12])[N:23]=1.